This data is from Catalyst prediction with 721,799 reactions and 888 catalyst types from USPTO. The task is: Predict which catalyst facilitates the given reaction. (1) Reactant: [CH3:1][S:2](Cl)(=[O:4])=[O:3].C([N:8](CC)CC)C.[N:13]1([CH2:18][CH2:19][CH2:20][O:21][C:22]2[CH:27]=[CH:26][C:25]([C:28]3([CH2:34][NH:35][CH2:36][CH3:37])[CH2:33][CH2:32][O:31][CH2:30][CH2:29]3)=[CH:24][CH:23]=2)[CH2:17][CH2:16][CH2:15][CH2:14]1. Product: [NH3:8].[CH2:36]([N:35]([CH2:34][C:28]1([C:25]2[CH:24]=[CH:23][C:22]([O:21][CH2:20][CH2:19][CH2:18][N:13]3[CH2:17][CH2:16][CH2:15][CH2:14]3)=[CH:27][CH:26]=2)[CH2:33][CH2:32][O:31][CH2:30][CH2:29]1)[S:2]([CH3:1])(=[O:4])=[O:3])[CH3:37]. The catalyst class is: 4. (2) Reactant: CC(C)([O-])C.[K+].[C:7]([O:17][CH2:18][CH3:19])(=[O:16])[CH2:8][C:9]([O:11][C:12]([CH3:15])([CH3:14])[CH3:13])=[O:10].Cl[C:21]1[C:26]([N+:27]([O-:29])=[O:28])=[CH:25][CH:24]=[CH:23][N:22]=1. Product: [N+:27]([C:26]1[C:21]([CH:8]([C:9]([O:11][C:12]([CH3:13])([CH3:14])[CH3:15])=[O:10])[C:7]([O:17][CH2:18][CH3:19])=[O:16])=[N:22][CH:23]=[CH:24][CH:25]=1)([O-:29])=[O:28]. The catalyst class is: 7. (3) Reactant: [CH3:1][O:2][C:3](=[O:33])[C:4]([NH:25][C:26]([O:28][C:29]([CH3:32])([CH3:31])[CH3:30])=[O:27])=[CH:5][C:6]1[CH:11]=[CH:10][C:9]([O:12][CH2:13][C:14]2[CH:19]=[CH:18][CH:17]=[CH:16][CH:15]=2)=[CH:8][C:7]=1[CH2:20][O:21][C:22](=[O:24])[CH3:23].[H][H]. Product: [CH3:1][O:2][C:3](=[O:33])[CH:4]([NH:25][C:26]([O:28][C:29]([CH3:32])([CH3:31])[CH3:30])=[O:27])[CH2:5][C:6]1[CH:11]=[CH:10][C:9]([O:12][CH2:13][C:14]2[CH:19]=[CH:18][CH:17]=[CH:16][CH:15]=2)=[CH:8][C:7]=1[CH2:20][O:21][C:22](=[O:24])[CH3:23]. The catalyst class is: 5. (4) Reactant: [NH2:1][C:2]1[CH:7]=[CH:6][CH:5]=[CH:4][C:3]=1[C:8]1[C:16]2[O:15][C:14]([C:17]([NH:19][C@@H:20]3[CH:25]4[CH2:26][CH2:27][N:22]([CH2:23][CH2:24]4)[CH2:21]3)=[O:18])=[CH:13][C:12]=2[CH:11]=[CH:10][CH:9]=1.[CH:28]1([C:32]([Cl:34])=[O:33])[CH2:31][CH2:30][CH2:29]1.C(N(CC)CC)C. Product: [ClH:34].[N:22]12[CH2:23][CH2:24][CH:25]([CH2:26][CH2:27]1)[C@@H:20]([NH:19][C:17]([C:14]1[O:15][C:16]3[C:8]([C:3]4[CH:4]=[CH:5][CH:6]=[CH:7][C:2]=4[NH:1][C:32]([CH:28]4[CH2:31][CH2:30][CH2:29]4)=[O:33])=[CH:9][CH:10]=[CH:11][C:12]=3[CH:13]=1)=[O:18])[CH2:21]2. The catalyst class is: 118. (5) Product: [Br:22][CH2:11][C:8]1[CH:9]=[CH:10][C:5]([O:4][CH3:3])=[CH:6][C:7]=1[CH3:13]. The catalyst class is: 34. Reactant: N#N.[CH3:3][O:4][C:5]1[CH:10]=[CH:9][C:8]([CH2:11]O)=[C:7]([CH3:13])[CH:6]=1.N1C=CC=CC=1.S(Br)([Br:22])=O. (6) Reactant: [CH2:1]([O:8][C:9]1[CH:14]=[CH:13][C:12]([C:15]([C:17]([C:19]2[CH:24]=[CH:23][C:22]([O:25][CH2:26][C:27]3[CH:32]=[CH:31][CH:30]=[CH:29][CH:28]=3)=[CH:21][CH:20]=2)=[CH2:18])=[CH2:16])=[CH:11][CH:10]=1)[C:2]1[CH:7]=[CH:6][CH:5]=[CH:4][CH:3]=1.[CH3:33][C:34](=[CH2:37])[CH:35]=[O:36].B(F)(F)F. Product: [CH3:33][C:34]1([CH:35]=[O:36])[CH2:37][CH2:16][C:15]([C:12]2[CH:13]=[CH:14][C:9]([O:8][CH2:1][C:2]3[CH:3]=[CH:4][CH:5]=[CH:6][CH:7]=3)=[CH:10][CH:11]=2)=[C:17]([C:19]2[CH:20]=[CH:21][C:22]([O:25][CH2:26][C:27]3[CH:28]=[CH:29][CH:30]=[CH:31][CH:32]=3)=[CH:23][CH:24]=2)[CH2:18]1. The catalyst class is: 2. (7) Reactant: [C:1]([C:3]1[CH:8]=[CH:7][C:6]([OH:9])=[CH:5][CH:4]=1)#[N:2].C(=O)([O-])[O-].[K+].[K+].C(#N)C.Br[CH2:20][CH2:21][CH2:22][CH2:23][CH2:24][Cl:25]. Product: [Cl:25][CH2:24][CH2:23][CH2:22][CH2:21][CH2:20][O:9][C:6]1[CH:7]=[CH:8][C:3]([C:1]#[N:2])=[CH:4][CH:5]=1. The catalyst class is: 13.